This data is from Reaction yield outcomes from USPTO patents with 853,638 reactions. The task is: Predict the reaction yield, written as a fraction of the theoretical maximum amount of product (1.0 means a 100% yield; for example, 0.34 means a 34% yield). The reactants are Cl[C:2]1[CH:7]=[C:6]([Cl:8])[N:5]=[CH:4][N:3]=1.[NH2:9][C:10]1[CH:11]=[C:12]2[C:16](=[CH:17][CH:18]=1)[NH:15][CH:14]=[CH:13]2.C(N(CC)C(C)C)(C)C. The catalyst is CN1CCCC1=O. The product is [Cl:8][C:6]1[N:5]=[CH:4][N:3]=[C:2]([NH:9][C:10]2[CH:11]=[C:12]3[C:16](=[CH:17][CH:18]=2)[NH:15][CH:14]=[CH:13]3)[CH:7]=1. The yield is 0.380.